Dataset: Forward reaction prediction with 1.9M reactions from USPTO patents (1976-2016). Task: Predict the product of the given reaction. (1) Given the reactants [ClH:1].[NH2:2][C@H:3]1[CH2:12][CH2:11][C:10]2[C:5](=[CH:6][CH:7]=[CH:8][C:9]=2[O:13][CH3:14])[CH2:4]1.C1(C)C=CC(S(O[CH2:25][CH2:26][C:27]2[S:28][CH:29]=[CH:30][CH:31]=2)(=O)=O)=CC=1.C(=O)([O-])[O-].[K+].[K+], predict the reaction product. The product is: [ClH:1].[CH3:14][O:13][C:9]1[CH:8]=[CH:7][CH:6]=[C:5]2[C:10]=1[CH2:11][CH2:12][C@H:3]([NH:2][CH2:25][CH2:26][C:27]1[S:28][CH:29]=[CH:30][CH:31]=1)[CH2:4]2. (2) Given the reactants [C:1]([C:3](=[C:9]1[CH2:12][CH2:11][CH2:10]1)[C:4]([O:6][CH2:7][CH3:8])=[O:5])#[N:2].[C:13]1([Mg]Br)[CH:18]=[CH:17][CH:16]=[CH:15][CH:14]=1.OS(O)(=O)=O, predict the reaction product. The product is: [C:1]([CH:3]([C:9]1([C:13]2[CH:18]=[CH:17][CH:16]=[CH:15][CH:14]=2)[CH2:10][CH2:11][CH2:12]1)[C:4]([O:6][CH2:7][CH3:8])=[O:5])#[N:2]. (3) The product is: [C:1]([O:8][C@@H:9]([CH2:21][N:22]1[CH2:27][CH2:26][N:25]([S:28]([C:31]2[CH:32]=[CH:33][C:34]([O:37][CH3:38])=[CH:35][CH:36]=2)(=[O:30])=[O:29])[CH2:24][CH2:23]1)[CH2:10][O:11][C:12]1[CH:17]=[CH:16][CH:15]=[C:14]([N+:18]([O-:20])=[O:19])[CH:13]=1)(=[O:3])[CH3:2]. Given the reactants [C:1](OC(=O)C)(=[O:3])[CH3:2].[OH:8][C@@H:9]([CH2:21][N:22]1[CH2:27][CH2:26][N:25]([S:28]([C:31]2[CH:36]=[CH:35][C:34]([O:37][CH3:38])=[CH:33][CH:32]=2)(=[O:30])=[O:29])[CH2:24][CH2:23]1)[CH2:10][O:11][C:12]1[CH:17]=[CH:16][CH:15]=[C:14]([N+:18]([O-:20])=[O:19])[CH:13]=1.Cl.C([O-])(O)=O.[Na+], predict the reaction product. (4) Given the reactants F[C:2]1[CH:3]=[CH:4][C:5]([N+:9]([O-:11])=[O:10])=[C:6]([NH2:8])[CH:7]=1.C(N(CC)CC)C.[CH3:19][N:20]1[CH2:25][CH2:24][NH:23][CH2:22][CH2:21]1, predict the reaction product. The product is: [CH3:19][N:20]1[CH2:25][CH2:24][N:23]([C:2]2[CH:3]=[CH:4][C:5]([N+:9]([O-:11])=[O:10])=[C:6]([NH2:8])[CH:7]=2)[CH2:22][CH2:21]1. (5) Given the reactants [O:1]1[C:5]2[CH:6]=[CH:7][CH:8]=[CH:9][C:4]=2[N:3]=[C:2]1[C:10]1[CH:15]=[CH:14][C:13]([C:16]2([C:20]#[N:21])[CH2:19][CH2:18][CH2:17]2)=[C:12]([O:22][CH3:23])[CH:11]=1.O1C2C=CC=CC=2N=[C:25]1[C:33]1C=CC(C#N)=C(OC)C=1.BrCCCCCBr, predict the reaction product. The product is: [O:1]1[C:5]2[CH:6]=[CH:7][CH:8]=[CH:9][C:4]=2[N:3]=[C:2]1[C:10]1[CH:15]=[CH:14][C:13]([C:16]2([C:20]#[N:21])[CH2:17][CH2:18][CH2:19][CH2:33][CH2:25]2)=[C:12]([O:22][CH3:23])[CH:11]=1. (6) Given the reactants [Cl:1][C:2]1[N:7]=[C:6]([C:8](OCC)=[O:9])[C:5]([N:13]2[CH2:18][CH2:17][O:16][CH2:15][CH2:14]2)=[CH:4][N:3]=1.[NH3:19], predict the reaction product. The product is: [Cl:1][C:2]1[N:7]=[C:6]([C:8]([NH2:19])=[O:9])[C:5]([N:13]2[CH2:18][CH2:17][O:16][CH2:15][CH2:14]2)=[CH:4][N:3]=1.